This data is from Reaction yield outcomes from USPTO patents with 853,638 reactions. The task is: Predict the reaction yield, written as a fraction of the theoretical maximum amount of product (1.0 means a 100% yield; for example, 0.34 means a 34% yield). (1) The reactants are [CH2:1]([N:5]1[C:14](=[O:15])[C:13]([C:16]#N)=[C:12]2[C:7]([CH2:8][CH2:9][CH2:10][CH2:11]2)=[CH:6]1)[CH2:2][CH2:3][CH3:4].[OH-:18].[K+].Cl.[OH2:21]. The catalyst is C(O)C. The product is [CH2:1]([N:5]1[C:14](=[O:15])[C:13]([C:16]([OH:21])=[O:18])=[C:12]2[C:7]([CH2:8][CH2:9][CH2:10][CH2:11]2)=[CH:6]1)[CH2:2][CH2:3][CH3:4]. The yield is 0.700. (2) The product is [Cl:18][C:19]1[N:20]=[C:21]([CH2:46][CH3:47])[NH:22][C:23]=1[C:24]([NH:26][CH2:27][C:28]1[CH:33]=[CH:32][C:31]([Cl:34])=[C:30]([O:35][C:36]2[CH:41]=[C:40](/[CH:42]=[CH:9]/[C:10]#[N:11])[CH:39]=[C:38]([Cl:44])[CH:37]=2)[C:29]=1[F:45])=[O:25]. The reactants are C(OP([CH2:9][C:10]#[N:11])(OCC)=O)C.CC(C)([O-])C.[K+].[Cl:18][C:19]1[N:20]=[C:21]([CH2:46][CH3:47])[NH:22][C:23]=1[C:24]([NH:26][CH2:27][C:28]1[CH:33]=[CH:32][C:31]([Cl:34])=[C:30]([O:35][C:36]2[CH:41]=[C:40]([CH:42]=O)[CH:39]=[C:38]([Cl:44])[CH:37]=2)[C:29]=1[F:45])=[O:25]. The yield is 0.760. The catalyst is C1COCC1. (3) The reactants are F[P-](F)(F)(F)(F)F.N1(OC(N(C)C)=[N+](C)C)C2N=CC=CC=2N=N1.C(OC([NH:32][C:33]1([C:48]([OH:50])=O)[CH2:38][CH2:37][N:36]([C:39]2[C:40]3[CH:47]=[CH:46][NH:45][C:41]=3[N:42]=[CH:43][N:44]=2)[CH2:35][CH2:34]1)=O)(C)(C)C.[Cl:51][C:52]1[CH:57]=[CH:56][C:55]([C@H:58]([NH2:60])[CH3:59])=[CH:54][CH:53]=1.CCN(C(C)C)C(C)C. The catalyst is CC(N(C)C)=O. The product is [NH2:32][C:33]1([C:48]([NH:60][C@@H:58]([C:55]2[CH:56]=[CH:57][C:52]([Cl:51])=[CH:53][CH:54]=2)[CH3:59])=[O:50])[CH2:34][CH2:35][N:36]([C:39]2[C:40]3[CH:47]=[CH:46][NH:45][C:41]=3[N:42]=[CH:43][N:44]=2)[CH2:37][CH2:38]1. The yield is 0.529. (4) The reactants are [F:1][C:2]1[CH:3]=[C:4]([C:15]([NH:17][C@@H:18]2[CH2:23][CH2:22][C@H:21]([NH:24][C:25](=[O:31])[O:26][C:27]([CH3:30])([CH3:29])[CH3:28])[CH2:20][CH2:19]2)=[O:16])[C:5]([NH:8][CH:9]2[CH2:14][CH2:13][S:12][CH2:11][CH2:10]2)=[N:6][CH:7]=1.[C:32](N1C=CN=C1)(N1C=CN=C1)=[O:33].[H-].[Na+].C(OCC)(=O)C. The catalyst is CN1C(=O)CCC1. The product is [F:1][C:2]1[CH:7]=[N:6][C:5]2[N:8]([CH:9]3[CH2:14][CH2:13][S:12][CH2:11][CH2:10]3)[C:32](=[O:33])[N:17]([C@@H:18]3[CH2:23][CH2:22][C@H:21]([NH:24][C:25](=[O:31])[O:26][C:27]([CH3:28])([CH3:30])[CH3:29])[CH2:20][CH2:19]3)[C:15](=[O:16])[C:4]=2[CH:3]=1. The yield is 0.480. (5) The reactants are [BH4-].[Na+].C([O:5][C:6]([C:8]1[CH:13]=[CH:12][N:11]=[C:10]([C:14]2[CH:19]=[C:18]([C:20](OCC)=[O:21])[CH:17]=[C:16]([C:25]3[CH:30]=[C:29]([CH2:31][CH2:32][CH2:33][CH2:34][CH2:35][CH2:36][CH2:37][CH2:38][CH2:39][CH2:40][CH2:41][CH2:42][CH2:43][CH2:44][CH2:45][CH2:46][CH2:47][CH2:48][CH3:49])[CH:28]=[CH:27][N:26]=3)[N:15]=2)[CH:9]=1)=O)C.[Cl-].[NH4+].[BH4-]. The yield is 0.790. The catalyst is C(O)C. The product is [OH:5][CH2:6][C:8]1[CH:13]=[CH:12][N:11]=[C:10]([C:14]2[CH:19]=[C:18]([CH2:20][OH:21])[CH:17]=[C:16]([C:25]3[CH:30]=[C:29]([CH2:31][CH2:32][CH2:33][CH2:34][CH2:35][CH2:36][CH2:37][CH2:38][CH2:39][CH2:40][CH2:41][CH2:42][CH2:43][CH2:44][CH2:45][CH2:46][CH2:47][CH2:48][CH3:49])[CH:28]=[CH:27][N:26]=3)[N:15]=2)[CH:9]=1.